This data is from Full USPTO retrosynthesis dataset with 1.9M reactions from patents (1976-2016). The task is: Predict the reactants needed to synthesize the given product. (1) Given the product [Cl:19][C:2]([Cl:1])([Cl:18])[CH2:3][O:4][C:5]([N:7]1[CH2:12][CH2:11][CH:10]([C:13]([OH:15])=[O:14])[CH2:9][CH2:8]1)=[O:6], predict the reactants needed to synthesize it. The reactants are: [Cl:1][C:2]([Cl:19])([Cl:18])[CH2:3][O:4][C:5]([N:7]1[CH2:12][CH2:11][CH:10]([C:13]([O:15]CC)=[O:14])[CH2:9][CH2:8]1)=[O:6]. (2) Given the product [ClH:18].[CH3:19][N:20]([CH2:21][CH2:22][CH3:23])[C:13]1[CH:12]=[CH:11][C:10]2[CH2:9][NH:8][CH2:17][CH2:16][C:15]=2[N:14]=1, predict the reactants needed to synthesize it. The reactants are: C([N:8]1[CH2:17][CH2:16][C:15]2[N:14]=[C:13]([Cl:18])[CH:12]=[CH:11][C:10]=2[CH2:9]1)C1C=CC=CC=1.[CH3:19][NH:20][CH2:21][CH2:22][CH3:23]. (3) Given the product [Br:1][C:2]1[N:3]([CH2:15][C:16]([O:18][C:19]([CH3:22])([CH3:21])[CH3:20])=[O:17])[C:4](=[O:13])[C:5]([NH:8][CH:9]2[CH2:12][CH2:11][CH2:10]2)=[N:6][CH:7]=1, predict the reactants needed to synthesize it. The reactants are: [Br:1][C:2]1[N:3]=[C:4]([OH:13])[C:5]([NH:8][CH:9]2[CH2:12][CH2:11][CH2:10]2)=[N:6][CH:7]=1.Br[CH2:15][C:16]([O:18][C:19]([CH3:22])([CH3:21])[CH3:20])=[O:17]. (4) Given the product [ClH:14].[CH2:16]([O:8][C:7](=[O:9])[C:6]1[CH:5]=[CH:4][C:3]([CH2:2][NH2:1])=[CH:11][CH:10]=1)[CH3:17], predict the reactants needed to synthesize it. The reactants are: [NH2:1][CH2:2][C:3]1[CH:11]=[CH:10][C:6]([C:7]([OH:9])=[O:8])=[CH:5][CH:4]=1.S(Cl)([Cl:14])=O.[CH2:16](O)[CH3:17]. (5) Given the product [F:20][C:17]1[CH:18]=[CH:19][C:14]2[O:13][CH2:12][C:11](=[O:21])[N:10]([CH2:9][CH2:8][N:5]3[CH2:4][CH2:3][CH:2]([NH:1][CH2:35][N:24]4[C:23](=[O:22])[CH2:28][O:27][C:26]5[CH:29]=[CH:30][CH:31]=[N:32][C:25]4=5)[CH2:7][CH2:6]3)[C:15]=2[CH:16]=1, predict the reactants needed to synthesize it. The reactants are: [NH2:1][CH:2]1[CH2:7][CH2:6][N:5]([CH2:8][CH2:9][N:10]2[C:15]3[CH:16]=[C:17]([F:20])[CH:18]=[CH:19][C:14]=3[O:13][CH2:12][C:11]2=[O:21])[CH2:4][CH2:3]1.[O:22]=[C:23]1[CH2:28][O:27][C:26]2[CH:29]=[CH:30][C:31](C=O)=[N:32][C:25]=2[NH:24]1.[C:35]([BH3-])#N.[Na+]. (6) Given the product [O:1]1[CH:5]=[CH:4][CH:3]=[C:2]1[C:6]([N:17]1[CH2:18][CH:19]2[N:14]([CH3:13])[CH:15]([CH2:21][CH2:20]2)[CH2:16]1)=[O:8], predict the reactants needed to synthesize it. The reactants are: [O:1]1[CH:5]=[CH:4][CH:3]=[C:2]1[C:6]([OH:8])=O.S(Cl)(Cl)=O.[CH3:13][N:14]1[CH:19]2[CH2:20][CH2:21][CH:15]1[CH2:16][NH:17][CH2:18]2.[OH-].[Na+]. (7) Given the product [CH2:27]([O:26][C:21]1[CH:22]=[CH:23][CH:24]=[CH:25][C:20]=1[C:18]1[N:17]=[CH:16][N:15]=[C:14]([NH:1][C:2]2[CH:7]=[CH:6][C:5]([CH2:8][S:9]([NH2:12])(=[O:10])=[O:11])=[CH:4][CH:3]=2)[CH:19]=1)[CH3:28], predict the reactants needed to synthesize it. The reactants are: [NH2:1][C:2]1[CH:7]=[CH:6][C:5]([CH2:8][S:9]([NH-:12])(=[O:11])=[O:10])=[CH:4][CH:3]=1.Cl[C:14]1[CH:19]=[C:18]([C:20]2[CH:25]=[CH:24][CH:23]=[CH:22][C:21]=2[O:26][CH2:27][CH3:28])[N:17]=[CH:16][N:15]=1. (8) The reactants are: [CH3:1][C:2]1[CH:11]=[CH:10][C:5]([C:6]([O:8][CH3:9])=[O:7])=[CH:4][C:3]=1[C:12]1[NH:16][N:15]=[CH:14][CH:13]=1.[Cl:17]N1C(=O)CCC1=O. Given the product [Cl:17][C:13]1[CH:14]=[N:15][NH:16][C:12]=1[C:3]1[CH:4]=[C:5]([CH:10]=[CH:11][C:2]=1[CH3:1])[C:6]([O:8][CH3:9])=[O:7], predict the reactants needed to synthesize it. (9) Given the product [CH3:1][O:2][C:3](=[O:36])[CH2:4][CH2:5][N:6]([C:13]([C:14]1[CH:19]=[CH:18][C:17]2[N:20]([CH3:21])[C:23]([CH2:24][NH:25][C:26]3[CH:27]=[CH:28][C:29]([C:32]#[N:33])=[CH:30][CH:31]=3)=[N:22][C:16]=2[CH:15]=1)=[O:35])[C:7]1[CH:8]=[CH:9][CH:10]=[CH:11][CH:12]=1, predict the reactants needed to synthesize it. The reactants are: [CH3:1][O:2][C:3](=[O:36])[CH2:4][CH2:5][N:6]([C:13](=[O:35])[C:14]1[CH:19]=[CH:18][C:17]([NH:20][CH3:21])=[C:16]([NH:22][C:23](=O)[CH2:24][NH:25][C:26]2[CH:31]=[CH:30][C:29]([C:32]#[N:33])=[CH:28][CH:27]=2)[CH:15]=1)[C:7]1[CH:12]=[CH:11][CH:10]=[CH:9][CH:8]=1. (10) Given the product [F:1][C:2]1[CH:3]=[CH:4][C:5]2[C:6]3[C:11]([CH:12]([CH3:28])[N:13]([C:16]([C:17]4[CH:22]=[CH:21][C:20]([OH:23])=[CH:19][C:18]=4[OH:25])=[O:27])[C:14]=2[CH:15]=1)=[CH:10][CH:9]=[CH:8][CH:7]=3, predict the reactants needed to synthesize it. The reactants are: [F:1][C:2]1[CH:3]=[CH:4][C:5]2[C:6]3[C:11]([CH:12]([CH3:28])[N:13]([C:16](=[O:27])[C:17]4[CH:22]=[CH:21][C:20]([O:23]C)=[CH:19][C:18]=4[O:25]C)[C:14]=2[CH:15]=1)=[CH:10][CH:9]=[CH:8][CH:7]=3.FC1C=C(F)C=CC=1C1C=CC=CC=1C(NC(=O)C1C=CC(OC)=CC=1OC)C.C[Si]([N-][Si](C)(C)C)(C)C.[Li+].